From a dataset of TCR-epitope binding with 47,182 pairs between 192 epitopes and 23,139 TCRs. Binary Classification. Given a T-cell receptor sequence (or CDR3 region) and an epitope sequence, predict whether binding occurs between them. The epitope is GLIYNRMGAVTTEV. The TCR CDR3 sequence is CASSEPAGLDYGSRQYF. Result: 0 (the TCR does not bind to the epitope).